Task: Predict the reactants needed to synthesize the given product.. Dataset: Full USPTO retrosynthesis dataset with 1.9M reactions from patents (1976-2016) (1) Given the product [CH:28]1([CH2:33][C@H:34]([C:38]2[CH:43]=[CH:42][C:41]([S:44]([CH3:47])(=[O:46])=[O:45])=[CH:40][CH:39]=2)[C:35]([NH:48][C:49]2[S:50][CH:51]=[CH:52][N:53]=2)=[O:37])[CH2:29][CH2:30][CH2:31][CH2:32]1, predict the reactants needed to synthesize it. The reactants are: C1(P(C2C=CC=CC=2)C2C=CC=CC=2)C=CC=CC=1.BrN1C(=O)CCC1=O.[CH:28]1([CH2:33][C@H:34]([C:38]2[CH:43]=[CH:42][C:41]([S:44]([CH3:47])(=[O:46])=[O:45])=[CH:40][CH:39]=2)[C:35]([OH:37])=O)[CH2:32][CH2:31][CH2:30][CH2:29]1.[NH2:48][C:49]1[S:50][CH:51]=[CH:52][N:53]=1. (2) Given the product [C:18]1(=[O:23])[N:4]([C:5]2[CH:6]=[CH:7][C:8]([CH:11]3[CH2:12][CH2:13][C:14](=[O:17])[CH2:15][CH2:16]3)=[CH:9][CH:10]=2)[C:21](=[O:22])[C:20]2=[CH:24][CH:25]=[CH:26][CH:27]=[C:19]12, predict the reactants needed to synthesize it. The reactants are: C(O)C.[NH2:4][C:5]1[CH:10]=[CH:9][C:8]([CH:11]2[CH2:16][CH2:15][C:14](=[O:17])[CH2:13][CH2:12]2)=[CH:7][CH:6]=1.[C:18]1(=O)[O:23][C:21](=[O:22])[C:20]2=[CH:24][CH:25]=[CH:26][CH:27]=[C:19]12. (3) Given the product [CH:1]1([C:5]2[N:6]=[C:7]([CH2:10][CH2:11][C:12]3[CH:30]=[CH:29][N:15]4[C:16](=[O:28])[C:17](/[CH:26]=[C:36](\[CH3:37])/[C:31]([O:33][CH2:34][CH3:35])=[O:32])=[C:18]([N:20]5[CH2:25][CH2:24][O:23][CH2:22][CH2:21]5)[N:19]=[C:14]4[CH:13]=3)[S:8][CH:9]=2)[CH2:2][CH2:3][CH2:4]1, predict the reactants needed to synthesize it. The reactants are: [CH:1]1([C:5]2[N:6]=[C:7]([CH2:10][CH2:11][C:12]3[CH:30]=[CH:29][N:15]4[C:16](=[O:28])[C:17]([CH:26]=O)=[C:18]([N:20]5[CH2:25][CH2:24][O:23][CH2:22][CH2:21]5)[N:19]=[C:14]4[CH:13]=3)[S:8][CH:9]=2)[CH2:4][CH2:3][CH2:2]1.[C:31]([CH2:36][CH:37]=P(C1C=CC=CC=1)(C1C=CC=CC=1)C1C=CC=CC=1)([O:33][CH2:34][CH3:35])=[O:32]. (4) The reactants are: [CH2:1]([O:8][C:9]1[C:18](=[O:19])[N:17]2[C:12]([C:13]([CH3:21])([CH3:20])[O:14][CH2:15][CH2:16]2)=[N:11][C:10]=1[C:22](O)=[O:23])[C:2]1[CH:7]=[CH:6][CH:5]=[CH:4][CH:3]=1.[NH2:25][CH2:26][C:27]1[CH:36]=[CH:35][C:34]([F:37])=[CH:33][C:28]=1[C:29]([O:31][CH3:32])=[O:30]. Given the product [CH2:1]([O:8][C:9]1[C:18](=[O:19])[N:17]2[C:12]([C:13]([CH3:20])([CH3:21])[O:14][CH2:15][CH2:16]2)=[N:11][C:10]=1[C:22]([NH:25][CH2:26][C:27]1[CH:36]=[CH:35][C:34]([F:37])=[CH:33][C:28]=1[C:29]([O:31][CH3:32])=[O:30])=[O:23])[C:2]1[CH:7]=[CH:6][CH:5]=[CH:4][CH:3]=1, predict the reactants needed to synthesize it. (5) The reactants are: [NH2:1][OH:2].O.[CH3:4][C:5]1[O:9][N:8]=[CH:7][C:6]=1[S:10](Cl)(=[O:12])=[O:11]. Given the product [OH:2][NH:1][S:10]([C:6]1[CH:7]=[N:8][O:9][C:5]=1[CH3:4])(=[O:12])=[O:11], predict the reactants needed to synthesize it. (6) The reactants are: [CH3:1][O:2][C:3]1[CH:8]=[C:7]([CH3:9])[C:6]([S:10](Cl)(=[O:12])=[O:11])=[C:5]([CH3:14])[CH:4]=1.[CH:15]1([NH:18][CH2:19][CH2:20][OH:21])[CH2:17][CH2:16]1.C(N(CC)CC)C. Given the product [CH:15]1([N:18]([CH2:19][CH2:20][OH:21])[S:10]([C:6]2[C:7]([CH3:9])=[CH:8][C:3]([O:2][CH3:1])=[CH:4][C:5]=2[CH3:14])(=[O:12])=[O:11])[CH2:17][CH2:16]1, predict the reactants needed to synthesize it. (7) Given the product [ClH:38].[CH3:6][NH:7][C@@H:8]([CH3:9])[C:10]([NH:11][C@H:12]([C:16]([N:18]1[C:22]2=[N:23][CH:24]=[CH:25][CH:26]=[C:21]2[CH2:20][C@H:19]1[CH2:27][NH:28][C:29]1[CH:34]=[CH:33][CH:32]=[CH:31][CH:30]=1)=[O:17])[CH:13]([CH3:15])[CH3:14])=[O:35], predict the reactants needed to synthesize it. The reactants are: C(O[C:6](=O)[N:7](C)[C@H:8]([C:10](=[O:35])[NH:11][C@H:12]([C:16]([N:18]1[C:22]2=[N:23][CH:24]=[CH:25][CH:26]=[C:21]2[CH2:20][C@H:19]1[CH2:27][NH:28][C:29]1[CH:34]=[CH:33][CH:32]=[CH:31][CH:30]=1)=[O:17])[CH:13]([CH3:15])[CH3:14])[CH3:9])(C)(C)C.[ClH:38]. (8) Given the product [NH2:18][C:6]1[CH:7]=[C:8]([C:11]2[CH:16]=[CH:15][CH:14]=[CH:13][C:12]=2[F:17])[CH:9]=[CH:10][C:5]=1[C:3]([OH:4])=[O:2], predict the reactants needed to synthesize it. The reactants are: C[O:2][C:3]([C:5]1[CH:10]=[CH:9][C:8]([C:11]2[CH:16]=[CH:15][CH:14]=[CH:13][C:12]=2[F:17])=[CH:7][C:6]=1[NH2:18])=[O:4].[OH-].[Na+]. (9) Given the product [Cl:1][C:2]1[CH:3]=[CH:4][C:5]([O:43][CH:44]([F:46])[F:45])=[C:6]([C:8]2[C:13]([O:14][CH3:15])=[CH:12][N:11]([CH:16]([CH2:38][CH2:39][O:40][CH3:41])[C:17]([NH:19][C:20]3[CH:28]=[C:27]4[C:23]([C:24](=[O:37])[N:25]([CH3:36])[NH:26]4)=[CH:22][CH:21]=3)=[O:18])[C:10](=[O:42])[CH:9]=2)[CH:7]=1, predict the reactants needed to synthesize it. The reactants are: [Cl:1][C:2]1[CH:3]=[CH:4][C:5]([O:43][CH:44]([F:46])[F:45])=[C:6]([C:8]2[C:13]([O:14][CH3:15])=[CH:12][N:11]([CH:16]([CH2:38][CH2:39][O:40][CH3:41])[C:17]([NH:19][C:20]3[CH:28]=[C:27]4[C:23]([C:24](=[O:37])[N:25]([CH3:36])[N:26]4C(OC(C)(C)C)=O)=[CH:22][CH:21]=3)=[O:18])[C:10](=[O:42])[CH:9]=2)[CH:7]=1.C(O)(C(F)(F)F)=O.